From a dataset of Full USPTO retrosynthesis dataset with 1.9M reactions from patents (1976-2016). Predict the reactants needed to synthesize the given product. (1) The reactants are: [NH:1]1[CH:9]=[C:7]([CH3:8])[C:5](=[O:6])[NH:4][C:2]1=[O:3].[Cl:10][C:11]1[CH:12]=[C:13]([CH:16]=[CH:17][CH:18]=1)[CH2:14]Cl. Given the product [CH3:8][C:7]1[C:5](=[O:6])[NH:4][C:2](=[O:3])[N:1]([CH2:14][C:13]2[CH:16]=[CH:17][CH:18]=[C:11]([Cl:10])[CH:12]=2)[CH:9]=1, predict the reactants needed to synthesize it. (2) Given the product [Cl:1][C:2]1[CH:3]=[CH:4][C:5]([C@H:8]2[N:15]3[C:11]([S:12][C:13]([C:19]([N:32]([CH2:30][CH3:31])[CH:33]4[CH2:36][N:35]([C:37]([O:39][C:40]([CH3:42])([CH3:41])[CH3:43])=[O:38])[CH2:34]4)=[O:20])=[C:14]3[CH:16]([CH3:18])[CH3:17])=[N:10][C@:9]2([C:23]2[CH:24]=[CH:25][C:26]([Cl:29])=[CH:27][CH:28]=2)[CH3:22])=[CH:6][CH:7]=1, predict the reactants needed to synthesize it. The reactants are: [Cl:1][C:2]1[CH:7]=[CH:6][C:5]([C@H:8]2[N:15]3[C:11]([S:12][C:13]([C:19](O)=[O:20])=[C:14]3[CH:16]([CH3:18])[CH3:17])=[N:10][C@:9]2([C:23]2[CH:28]=[CH:27][C:26]([Cl:29])=[CH:25][CH:24]=2)[CH3:22])=[CH:4][CH:3]=1.[CH2:30]([NH:32][CH:33]1[CH2:36][N:35]([C:37]([O:39][C:40]([CH3:43])([CH3:42])[CH3:41])=[O:38])[CH2:34]1)[CH3:31].